Predict the product of the given reaction. From a dataset of Forward reaction prediction with 1.9M reactions from USPTO patents (1976-2016). (1) Given the reactants [Cl:1][C:2]1[N:10]=[CH:9][CH:8]=[CH:7][C:3]=1[C:4]([OH:6])=[O:5].[CH2:11](O)[CH3:12].S(=O)(=O)(O)O, predict the reaction product. The product is: [Cl:1][C:2]1[N:10]=[CH:9][CH:8]=[CH:7][C:3]=1[C:4]([O:6][CH2:11][CH3:12])=[O:5]. (2) The product is: [C:3]([O:7][C:8]([N:10]1[CH2:14][CH:13]([C:15]2[CH:20]=[CH:19][CH:18]=[C:17]([F:21])[CH:16]=2)[CH:12]([C:22]([OH:24])=[O:23])[CH2:11]1)=[O:9])([CH3:6])([CH3:4])[CH3:5]. Given the reactants O=O.[C:3]([O:7][C:8]([N:10]1[CH2:14][C:13]([C:15]2[CH:20]=[CH:19][CH:18]=[C:17]([F:21])[CH:16]=2)=[C:12]([C:22]([OH:24])=[O:23])[CH2:11]1)=[O:9])([CH3:6])([CH3:5])[CH3:4].C(N(CC)CC)C.[H][H], predict the reaction product. (3) Given the reactants [CH3:1][O:2][C:3]1[CH:4]=[CH:5][CH:6]=[C:7]2[C:12]=1[CH2:11][C@@H:10]([N:13]([CH3:15])[CH3:14])[CH2:9][CH2:8]2.C([O-])(=O)C.[Na+].[Br:21]Br, predict the reaction product. The product is: [Br:21][C:6]1[CH:5]=[CH:4][C:3]([O:2][CH3:1])=[C:12]2[C:7]=1[CH2:8][CH2:9][C@H:10]([N:13]([CH3:14])[CH3:15])[CH2:11]2. (4) Given the reactants Cl.[CH:2]1([C@H:5]([NH2:10])[C:6]([F:9])([F:8])[F:7])[CH2:4][CH2:3]1.C(N(CC)C(C)C)(C)C.C[Al](C)C.[C:24]([CH2:26][C:27]1([N:41]2[CH:45]=[C:44]([C:46]3[C:47]4[CH:54]=[CH:53][N:52](COCC[Si](C)(C)C)[C:48]=4[N:49]=[CH:50][N:51]=3)[CH:43]=[N:42]2)[CH2:30][N:29]([C:31]2[CH:40]=[CH:39][C:34]([C:35](OC)=[O:36])=[CH:33][CH:32]=2)[CH2:28]1)#[N:25], predict the reaction product. The product is: [C:24]([CH2:26][C:27]1([N:41]2[CH:45]=[C:44]([C:46]3[C:47]4[CH:54]=[CH:53][NH:52][C:48]=4[N:49]=[CH:50][N:51]=3)[CH:43]=[N:42]2)[CH2:30][N:29]([C:31]2[CH:32]=[CH:33][C:34]([C:35]([NH:10][C@@H:5]([CH:2]3[CH2:4][CH2:3]3)[C:6]([F:9])([F:8])[F:7])=[O:36])=[CH:39][CH:40]=2)[CH2:28]1)#[N:25]. (5) Given the reactants [C:1]([C:3]1[C:4]([C:20]([F:23])([F:22])[F:21])=[C:5]2[C:9](=[CH:10][CH:11]=1)[N:8]([CH2:12][C:13](=[NH:16])[NH:14][OH:15])[C:7]([CH:17]1[CH2:19][CH2:18]1)=[CH:6]2)#[N:2].[F:24][C:25]([F:36])([F:35])[C:26]1[CH:31]=[CH:30][N:29]=[C:28]([C:32](O)=O)[CH:27]=1, predict the reaction product. The product is: [CH:17]1([C:7]2[N:8]([CH2:12][C:13]3[N:16]=[C:32]([C:28]4[CH:27]=[C:26]([C:25]([F:35])([F:24])[F:36])[CH:31]=[CH:30][N:29]=4)[O:15][N:14]=3)[C:9]3[C:5]([CH:6]=2)=[C:4]([C:20]([F:22])([F:23])[F:21])[C:3]([C:1]#[N:2])=[CH:11][CH:10]=3)[CH2:19][CH2:18]1. (6) Given the reactants [CH:1]1([C:4](Cl)=[O:5])[CH2:3][CH2:2]1.[C:7]([O:11][C:12]([N:14]1[CH2:19][CH2:18][NH:17][CH2:16][CH2:15]1)=[O:13])([CH3:10])([CH3:9])[CH3:8].C(=O)([O-])[O-].[K+].[K+], predict the reaction product. The product is: [CH:1]1([C:4]([N:17]2[CH2:16][CH2:15][N:14]([C:12]([O:11][C:7]([CH3:10])([CH3:9])[CH3:8])=[O:13])[CH2:19][CH2:18]2)=[O:5])[CH2:3][CH2:2]1. (7) Given the reactants [NH2:1][C:2]1[N:7]=[CH:6][C:5]([C@@H:8]([OH:32])[CH2:9][NH:10][CH2:11][C@H:12]2[CH2:21][CH2:20][C:19]3[C:14](=[CH:15][CH:16]=[C:17]([C:22]4[CH:31]=[CH:30][C:25]([C:26]([O:28]C)=[O:27])=[CH:24][CH:23]=4)[CH:18]=3)[O:13]2)=[CH:4][CH:3]=1.[OH-].[Li+], predict the reaction product. The product is: [NH2:1][C:2]1[N:7]=[CH:6][C:5]([C@@H:8]([OH:32])[CH2:9][NH:10][CH2:11][C@H:12]2[CH2:21][CH2:20][C:19]3[C:14](=[CH:15][CH:16]=[C:17]([C:22]4[CH:23]=[CH:24][C:25]([C:26]([OH:28])=[O:27])=[CH:30][CH:31]=4)[CH:18]=3)[O:13]2)=[CH:4][CH:3]=1. (8) Given the reactants [CH2:1]([O:8][C:9]1[CH:14]=[CH:13][C:12]([OH:15])=[C:11]([CH:16]=[CH2:17])[CH:10]=1)[C:2]1[CH:7]=[CH:6][CH:5]=[CH:4][CH:3]=1.Br[CH2:19][C:20]([O:22][CH2:23][CH3:24])=[O:21].C(=O)([O-])[O-].[Cs+].[Cs+], predict the reaction product. The product is: [CH2:23]([O:22][C:20](=[O:21])[CH2:19][O:15][C:12]1[CH:13]=[CH:14][C:9]([O:8][CH2:1][C:2]2[CH:3]=[CH:4][CH:5]=[CH:6][CH:7]=2)=[CH:10][C:11]=1[CH:16]=[CH2:17])[CH3:24]. (9) Given the reactants [C:1]([O:4][CH:5]([CH2:12][CH2:13][CH2:14][CH2:15][CH2:16][CH2:17][OH:18])[CH2:6][CH2:7][CH2:8][CH2:9][C:10]#[CH:11])(=[O:3])[CH3:2].C1C=C[NH+]=CC=1.[O-][Cr](Cl)(=O)=O, predict the reaction product. The product is: [C:1]([O:4][CH:5]([CH2:12][CH2:13][CH2:14][CH2:15][CH2:16][CH:17]=[O:18])[CH2:6][CH2:7][CH2:8][CH2:9][C:10]#[CH:11])(=[O:3])[CH3:2]. (10) Given the reactants CC[N:3](C1C=CC=CC=1)CC.[NH:12]1[C:20]2[C:15](=[CH:16][CH:17]=[CH:18][CH:19]=2)[CH:14]=[C:13]1[C:21]([OH:23])=O.Cl.CN(C)CCCN=C=NCC.ON1C2C=CC=CC=2N=N1, predict the reaction product. The product is: [NH:12]1[C:20]2[C:15](=[CH:16][CH:17]=[CH:18][CH:19]=2)[CH:14]=[C:13]1[C:21]([NH2:3])=[O:23].